This data is from Reaction yield outcomes from USPTO patents with 853,638 reactions. The task is: Predict the reaction yield, written as a fraction of the theoretical maximum amount of product (1.0 means a 100% yield; for example, 0.34 means a 34% yield). (1) The reactants are Br[C:2]1[C:11]([F:12])=[CH:10][C:5]([C:6]([O:8][CH3:9])=[O:7])=[C:4]([F:13])[CH:3]=1.[N:14]1[CH:19]=[CH:18][CH:17]=[CH:16][C:15]=1[S:20]([NH2:23])(=[O:22])=[O:21].C(=O)([O-])[O-].[K+].[K+].C(N(C(C)C)CC)(C)C. The catalyst is C(#N)C.[Cu]I. The product is [F:13][C:4]1[CH:3]=[C:2]([NH:23][S:20]([C:15]2[CH:16]=[CH:17][CH:18]=[CH:19][N:14]=2)(=[O:22])=[O:21])[C:11]([F:12])=[CH:10][C:5]=1[C:6]([O:8][CH3:9])=[O:7]. The yield is 0.290. (2) The reactants are Cl.Cl[CH2:3][C:4]1[N:5]=[C:6]([CH2:9][N:10]2[CH2:15][CH2:14][N:13]([CH3:16])[CH2:12][CH2:11]2)[S:7][CH:8]=1.[Cl:17][C:18]1[CH:19]=[C:20]([NH:25][C:26]2[C:35]3[C:30](=[CH:31][C:32]([OH:38])=[C:33]([O:36][CH3:37])[CH:34]=3)[N:29]=[CH:28][N:27]=2)[CH:21]=[CH:22][C:23]=1[Cl:24].C(=O)([O-])[O-].[K+].[K+]. The catalyst is CN(C=O)C. The product is [Cl:17][C:18]1[CH:19]=[C:20]([NH:25][C:26]2[C:35]3[C:30](=[CH:31][C:32]([O:38][CH2:3][C:4]4[N:5]=[C:6]([CH2:9][N:10]5[CH2:15][CH2:14][N:13]([CH3:16])[CH2:12][CH2:11]5)[S:7][CH:8]=4)=[C:33]([O:36][CH3:37])[CH:34]=3)[N:29]=[CH:28][N:27]=2)[CH:21]=[CH:22][C:23]=1[Cl:24]. The yield is 0.190.